This data is from Forward reaction prediction with 1.9M reactions from USPTO patents (1976-2016). The task is: Predict the product of the given reaction. (1) Given the reactants [OH:1][C@:2]1([C@:22]2([CH3:23])[C@H:8]([C@H:9]3[C@H:19]([CH2:20][CH2:21]2)[C@:17]2([CH3:18])[C:12](=[CH:13][C:14](=[O:24])[CH:15]=[CH:16]2)[CH:11]([CH3:25])[CH2:10]3)[CH2:7][CH2:6]1)[C:3](=[O:5])[CH3:4].[C:26]([O-])(=[O:28])[CH3:27], predict the reaction product. The product is: [CH3:25][C:11]1[C:12]2=[CH:13][C:14]([CH2:15][CH2:16][C@:17]2([CH3:18])[C@H:19]2[CH2:20][CH2:21][C@:22]3([CH3:23])[C@@:2]([O:1][C:26]([CH3:27])=[O:28])([C:3]([CH3:4])=[O:5])[CH2:6][CH2:7][C@H:8]3[C@@H:9]2[CH:10]=1)=[O:24]. (2) Given the reactants [C:1]([O:5][C:6](=[O:26])[NH:7][CH:8]([C:10]1[CH:15]=[CH:14][C:13]([C:16](=[O:24])[NH:17][C:18]2[CH:23]=[CH:22][N:21]=[CH:20][CH:19]=2)=[CH:12][C:11]=1Br)[CH3:9])([CH3:4])([CH3:3])[CH3:2].[C:27]([O-:30])([O-])=[O:28].[Na+].[Na+].[C:33]1(C)[CH:38]=[CH:37][CH:36]=[CH:35][CH:34]=1.[CH2:40]([OH:42])C, predict the reaction product. The product is: [C:1]([O:5][C:6]([NH:7][CH:8]([C:10]1[CH:15]=[CH:14][C:13]([C:16](=[O:24])[NH:17][C:18]2[CH:23]=[CH:22][N:21]=[CH:20][CH:19]=2)=[CH:12][C:11]=1[C:35]1[CH:36]=[CH:37][CH:38]=[C:33]([O:42][CH2:40][C:27]([OH:30])=[O:28])[CH:34]=1)[CH3:9])=[O:26])([CH3:4])([CH3:3])[CH3:2].